This data is from Catalyst prediction with 721,799 reactions and 888 catalyst types from USPTO. The task is: Predict which catalyst facilitates the given reaction. (1) Reactant: [Cl:1][C:2]1[CH:33]=[CH:32][C:5]([O:6][C:7]2[CH:12]=[CH:11][C:10]([N:13]3[CH:17]([C:18]4[CH:23]=[CH:22][CH:21]=[C:20]([C:24]([F:27])([F:26])[F:25])[CH:19]=4)[CH2:16][N:15]([CH2:28][CH2:29][OH:30])[C:14]3=[O:31])=[CH:9][CH:8]=2)=[CH:4][CH:3]=1.[O-:34][C:35]#[N:36].[Na+].C(O)(C(F)(F)F)=O. Product: [C:35](=[O:34])([O:30][CH2:29][CH2:28][N:15]1[CH2:16][CH:17]([C:18]2[CH:23]=[CH:22][CH:21]=[C:20]([C:24]([F:27])([F:26])[F:25])[CH:19]=2)[N:13]([C:10]2[CH:9]=[CH:8][C:7]([O:6][C:5]3[CH:4]=[CH:3][C:2]([Cl:1])=[CH:33][CH:32]=3)=[CH:12][CH:11]=2)[C:14]1=[O:31])[NH2:36]. The catalyst class is: 2. (2) Reactant: FC(F)(F)C(O)=[O:4].[CH3:8][C:9]1[N:10]=[C:11]([S:14]([N:17]2[CH2:22][CH2:21][NH:20][C:19](=O)[CH2:18]2)(=[O:16])=[O:15])[S:12][CH:13]=1.[N:24]1([CH2:33][C:34](O)=[O:35])[CH:32]=[C:30]([CH3:31])[C:28](=[O:29])[NH:27][C:25]1=[O:26].C1CN([P+](ON2N=NC3C=CC=CC2=3)(N2CCCC2)N2CCCC2)CC1.F[P-](F)(F)(F)(F)F. Product: [CH3:8][C:9]1[N:10]=[C:11]([S:14]([N:17]2[CH2:22][CH2:21][N:20]([C:34](=[O:35])[CH2:33][N:24]3[CH:32]=[C:30]([CH3:31])[C:28](=[O:29])[NH:27][C:25]3=[O:26])[CH2:19][C:18]2=[O:4])(=[O:16])=[O:15])[S:12][CH:13]=1. The catalyst class is: 3.